This data is from Reaction yield outcomes from USPTO patents with 853,638 reactions. The task is: Predict the reaction yield, written as a fraction of the theoretical maximum amount of product (1.0 means a 100% yield; for example, 0.34 means a 34% yield). (1) The reactants are C1(P(C2C=CC=CC=2)C2C=CC=CC=2)C=CC=CC=1.[OH:20][C:21]1[C:22]([CH2:34][CH:35]=[C:36]([CH3:39])[CH2:37]O)=[C:23]([O:32][CH3:33])[C:24]([CH3:31])=[C:25]2[C:29]=1[C:28](=[O:30])[O:27][CH2:26]2.C(Br)(Br)(Br)[Br:41]. The catalyst is ClCCl. The product is [Br:41][CH2:37][C:36]([CH3:39])=[CH:35][CH2:34][C:22]1[C:21]([OH:20])=[C:29]2[C:25]([CH2:26][O:27][C:28]2=[O:30])=[C:24]([CH3:31])[C:23]=1[O:32][CH3:33]. The yield is 0.420. (2) The reactants are [NH2:1][CH:2]1[CH2:11][CH2:10][C:9]2[CH:8]=[C:7]([S:12]C(=O)N(C)C)[CH:6]=[CH:5][C:4]=2[CH2:3]1.[OH-].[K+].Br[C:21]([CH3:30])([CH3:29])[C:22]([O:24][C:25]([CH3:28])([CH3:27])[CH3:26])=[O:23].[BH4-].[Na+]. The catalyst is CO. The product is [C:25]([O:24][C:22](=[O:23])[C:21]([S:12][C:7]1[CH:6]=[CH:5][C:4]2[CH2:3][CH:2]([NH2:1])[CH2:11][CH2:10][C:9]=2[CH:8]=1)([CH3:30])[CH3:29])([CH3:28])([CH3:27])[CH3:26]. The yield is 0.600. (3) The reactants are [Cl:1][C:2]1[CH:3]=[C:4]([CH2:9][C:10]([OH:12])=[O:11])[CH:5]=[CH:6][C:7]=1[OH:8].OS(O)(=O)=O.[CH3:18]O. No catalyst specified. The product is [Cl:1][C:2]1[CH:3]=[C:4]([CH2:9][C:10]([O:12][CH3:18])=[O:11])[CH:5]=[CH:6][C:7]=1[OH:8]. The yield is 0.960. (4) The reactants are Cl[C:2]1[N:7]=[CH:6][C:5]([B:8]([OH:10])[OH:9])=[CH:4][N:3]=1.[OH:11][C:12]1([C:18]([O:20][CH3:21])=[O:19])[CH2:17][CH2:16][NH:15][CH2:14][CH2:13]1. The catalyst is CS(C)=O.CCOC(C)=O. The product is [OH:11][C:12]1([C:18]([O:20][CH3:21])=[O:19])[CH2:13][CH2:14][N:15]([C:2]2[N:7]=[CH:6][C:5]([B:8]([OH:10])[OH:9])=[CH:4][N:3]=2)[CH2:16][CH2:17]1. The yield is 0.480. (5) The reactants are [CH3:1][O:2][C:3]1[CH:8]=[C:7]([N+:9]([O-:11])=[O:10])[CH:6]=[CH:5][C:4]=1[N:12]=[C:13]=[O:14].[NH2:15][C:16]1[S:17][C:18]([C:21]([F:24])([F:23])[F:22])=[N:19][N:20]=1. The catalyst is CN(C1C=CN=CC=1)C.C1COCC1. The product is [CH3:1][O:2][C:3]1[CH:8]=[C:7]([N+:9]([O-:11])=[O:10])[CH:6]=[CH:5][C:4]=1[NH:12][C:13]([NH:15][C:16]1[S:17][C:18]([C:21]([F:24])([F:23])[F:22])=[N:19][N:20]=1)=[O:14]. The yield is 0.770.